From a dataset of Full USPTO retrosynthesis dataset with 1.9M reactions from patents (1976-2016). Predict the reactants needed to synthesize the given product. (1) Given the product [C:14]([C:8]1[C:7]([N:6]=[CH:18][N:19]([CH3:22])[CH3:20])=[N:12][CH:11]=[C:10]([I:13])[N:9]=1)#[N:16], predict the reactants needed to synthesize it. The reactants are: P(Cl)(Cl)(Cl)=O.[NH2:6][C:7]1[C:8]([C:14]([NH2:16])=O)=[N:9][C:10]([I:13])=[CH:11][N:12]=1.O.[CH3:18][N:19]([CH3:22])[CH:20]=O. (2) Given the product [I:13][C:9]1[CH:8]=[C:5]([CH:4]=[C:3]([CH3:10])[C:2]=1[OH:1])[CH:6]=[O:7], predict the reactants needed to synthesize it. The reactants are: [OH:1][C:2]1[CH:9]=[CH:8][C:5]([CH:6]=[O:7])=[CH:4][C:3]=1[CH3:10].[OH-].[Na+].[I:13]I. (3) Given the product [F:33][C:34]1[CH:42]=[CH:41][C:37]([C:38]([NH:1][C:2]([C:11]2[CH:16]=[CH:15][CH:14]=[C:13]([O:17][C:18]([F:20])([F:21])[F:19])[CH:12]=2)([C:22]2[CH:27]=[CH:26][CH:25]=[C:24]([O:28][C:29]([F:30])([F:31])[F:32])[CH:23]=2)[C@@H:3]([OH:4])[C:5]2[CH:10]=[CH:9][CH:8]=[CH:7][CH:6]=2)=[O:39])=[CH:36][C:35]=1[C:43]([F:44])([F:45])[F:46], predict the reactants needed to synthesize it. The reactants are: [NH2:1][C:2]([C:22]1[CH:27]=[CH:26][CH:25]=[C:24]([O:28][C:29]([F:32])([F:31])[F:30])[CH:23]=1)([C:11]1[CH:16]=[CH:15][CH:14]=[C:13]([O:17][C:18]([F:21])([F:20])[F:19])[CH:12]=1)[C@H:3]([C:5]1[CH:10]=[CH:9][CH:8]=[CH:7][CH:6]=1)[OH:4].[F:33][C:34]1[CH:42]=[CH:41][C:37]([C:38](O)=[O:39])=[CH:36][C:35]=1[C:43]([F:46])([F:45])[F:44].CCN=C=NCCCN(C)C.C1C=CC2N(O)N=NC=2C=1. (4) Given the product [CH3:52][C:51]([CH3:54])([CH3:53])[CH2:50][NH:16][CH2:15][CH2:14][OH:13], predict the reactants needed to synthesize it. The reactants are: P([O:13][CH2:14][CH2:15][N:16]([CH2:50][C:51]([CH3:54])([CH3:53])[CH3:52])CCCOC1C=C2C(C(NC3C=C(CC(NC4C=CC=C(F)C=4)=O)NN=3)=NC=N2)=CC=1OC)(OC(C)(C)C)(OC(C)(C)C)=O.C1OC1.CC(C)(C)CN. (5) Given the product [Cl:1][C:2]1[CH:7]=[CH:6][C:5]([NH:8][C:9]([CH:11]2[CH2:16][C:15](=[O:17])[CH2:14][N:13]([C:27](=[O:28])[C:26]3[CH:30]=[CH:31][CH:32]=[C:24]([C:20]4[O:19][CH:23]=[CH:22][CH:21]=4)[CH:25]=3)[CH2:12]2)=[O:10])=[CH:4][CH:3]=1, predict the reactants needed to synthesize it. The reactants are: [Cl:1][C:2]1[CH:7]=[CH:6][C:5]([NH:8][C:9]([CH:11]2[CH2:16][C:15](=[O:17])[CH2:14][NH:13][CH2:12]2)=[O:10])=[CH:4][CH:3]=1.Cl.[O:19]1[CH:23]=[CH:22][CH:21]=[C:20]1[C:24]1[CH:25]=[C:26]([CH:30]=[CH:31][CH:32]=1)[C:27](O)=[O:28].C(N(C(C)C)CC)(C)C.Cl.CN(C)CCCN=C=NCC. (6) The reactants are: [NH:1]1[CH:5]=[C:4]([CH2:6][CH2:7][CH2:8][CH2:9][C:10]([OH:12])=O)[N:3]=[N:2]1.S(Cl)([Cl:15])=O. Given the product [NH:1]1[CH:5]=[C:4]([CH2:6][CH2:7][CH2:8][CH2:9][C:10]([Cl:15])=[O:12])[N:3]=[N:2]1, predict the reactants needed to synthesize it. (7) Given the product [CH3:33][O:32][C:30]1[C:29]([O:34][CH3:35])=[CH:28][C:26]([NH:27][C:2]2[N:7]=[C:6]([NH:8][C:9]3[CH:13]=[C:12]([C:14]45[CH2:23][CH:18]6[CH2:19][CH:20]([CH2:22][CH:16]([CH2:17]6)[CH2:15]4)[CH2:21]5)[O:11][N:10]=3)[CH:5]=[CH:4][N:3]=2)=[C:25]([CH3:24])[CH:31]=1, predict the reactants needed to synthesize it. The reactants are: Cl[C:2]1[N:7]=[C:6]([NH:8][C:9]2[CH:13]=[C:12]([C:14]34[CH2:23][CH:18]5[CH2:19][CH:20]([CH2:22][CH:16]([CH2:17]5)[CH2:15]3)[CH2:21]4)[O:11][N:10]=2)[CH:5]=[CH:4][N:3]=1.[CH3:24][C:25]1[CH:31]=[C:30]([O:32][CH3:33])[C:29]([O:34][CH3:35])=[CH:28][C:26]=1[NH2:27].